From a dataset of Reaction yield outcomes from USPTO patents with 853,638 reactions. Predict the reaction yield, written as a fraction of the theoretical maximum amount of product (1.0 means a 100% yield; for example, 0.34 means a 34% yield). (1) The reactants are C[O:2][C:3]([C:5]1[CH:6]=[CH:7][C:8]2[N:9]([CH:20]=[N:21][CH:22]=2)[C:10]=1[NH:11][C:12]1[CH:17]=[CH:16][C:15]([I:18])=[CH:14][C:13]=1[F:19])=[O:4].[OH-].[Na+]. No catalyst specified. The product is [F:19][C:13]1[CH:14]=[C:15]([I:18])[CH:16]=[CH:17][C:12]=1[NH:11][C:10]1[N:9]2[CH:20]=[N:21][CH:22]=[C:8]2[CH:7]=[CH:6][C:5]=1[C:3]([OH:4])=[O:2]. The yield is 1.00. (2) The product is [CH3:7][N:8]([CH:9]=[O:10])[C:3](=[O:4])[CH:2]([Cl:6])[Cl:1]. The yield is 0.860. The catalyst is C(Cl)(Cl)Cl. The reactants are [Cl:1][CH:2]([Cl:6])[C:3](Cl)=[O:4].[CH3:7][NH:8][CH:9]=[O:10]. (3) The reactants are [C:1]([C:4]1[C:5](=[O:22])[N:6]([CH2:18][CH:19]([CH3:21])[CH3:20])[N:7]=[C:8]([C:10]2[CH:15]=[CH:14][C:13](C)=[C:12](F)[CH:11]=2)[CH:9]=1)([OH:3])=[O:2].C(N1C(=O)C(C(OC)=O)=CC(C2C=CC=CC=2)=N1)C(C)C. No catalyst specified. The product is [C:1]([C:4]1[C:5](=[O:22])[N:6]([CH2:18][CH:19]([CH3:20])[CH3:21])[N:7]=[C:8]([C:10]2[CH:15]=[CH:14][CH:13]=[CH:12][CH:11]=2)[CH:9]=1)([OH:3])=[O:2]. The yield is 0.825. (4) The yield is 0.960. The reactants are [CH:1]#[C:2][CH3:3].[C:4]([O:8][C:9](=[O:24])[NH:10][C:11]1[CH:12]=[N:13][C:14]([C:18]2[CH:23]=[CH:22][CH:21]=[CH:20][CH:19]=2)=[CH:15][C:16]=1I)([CH3:7])([CH3:6])[CH3:5].C(OCC)(=O)C.[Cl-].[NH4+]. The product is [C:4]([O:8][C:9](=[O:24])[NH:10][C:11]1[CH:12]=[N:13][C:14]([C:18]2[CH:23]=[CH:22][CH:21]=[CH:20][CH:19]=2)=[CH:15][C:16]=1[C:1]#[C:2][CH3:3])([CH3:7])([CH3:6])[CH3:5]. The catalyst is CN(C=O)C.C(N(CC)CC)C.Cl[Pd](Cl)([P](C1C=CC=CC=1)(C1C=CC=CC=1)C1C=CC=CC=1)[P](C1C=CC=CC=1)(C1C=CC=CC=1)C1C=CC=CC=1.[Cu]I. (5) The reactants are [O:1]=[C:2]1[CH2:10][C:9]2[C:4](=[CH:5][C:6]([C:11]([C:13]3[CH:14]=[C:15]([NH:19][C:20]([C:22]4[CH:26]=[C:25]([CH2:27][CH3:28])[N:24]([CH3:29])[N:23]=4)=[O:21])[CH:16]=[CH:17][CH:18]=3)=[O:12])=[CH:7][CH:8]=2)[NH:3]1.[CH:30](OCC)=[O:31].[O-]CC.[Na+].Cl. The catalyst is C(O)C. The product is [OH:31][CH:30]=[C:10]1[C:9]2[C:4](=[CH:5][C:6]([C:11]([C:13]3[CH:14]=[C:15]([NH:19][C:20]([C:22]4[CH:26]=[C:25]([CH2:27][CH3:28])[N:24]([CH3:29])[N:23]=4)=[O:21])[CH:16]=[CH:17][CH:18]=3)=[O:12])=[CH:7][CH:8]=2)[NH:3][C:2]1=[O:1]. The yield is 0.850. (6) The reactants are [C:1]([CH2:3][C:4]1[C:5]([C:10]#[N:11])=[CH:6][CH:7]=[CH:8][CH:9]=1)#[N:2].[OH-].[Na+].[CH2:14](Br)[CH2:15][CH2:16][CH2:17]Br. The catalyst is [Br-].C([N+](CCCC)(CCCC)CCCC)C1C=CC=CC=1.O. The product is [C:1]([C:3]1([C:4]2[CH:9]=[CH:8][CH:7]=[CH:6][C:5]=2[C:10]#[N:11])[CH2:17][CH2:16][CH2:15][CH2:14]1)#[N:2]. The yield is 1.30.